Task: Predict the reaction yield, written as a fraction of the theoretical maximum amount of product (1.0 means a 100% yield; for example, 0.34 means a 34% yield).. Dataset: Reaction yield outcomes from USPTO patents with 853,638 reactions (1) The reactants are [NH2:1][C:2]1[N:6]([C:7](=[O:16])[C:8]2[C:13]([F:14])=[CH:12][CH:11]=[CH:10][C:9]=2[F:15])[N:5]=[C:4]([NH:17][C:18]2[CH:23]=[CH:22][C:21]([S:24]([NH2:27])(=[O:26])=[O:25])=[CH:20][CH:19]=2)[N:3]=1.CC(C)([O-])C.[K+].[C:34]1(=[O:40])[O:39][C:37](=[O:38])[CH2:36][CH2:35]1. The catalyst is C(O)(=O)C.C1COCC1. The product is [NH2:1][C:2]1[N:6]([C:7](=[O:16])[C:8]2[C:13]([F:14])=[CH:12][CH:11]=[CH:10][C:9]=2[F:15])[N:5]=[C:4]([NH:17][C:18]2[CH:23]=[CH:22][C:21]([S:24]([NH:27][C:34](=[O:40])[CH2:35][CH2:36][C:37]([OH:39])=[O:38])(=[O:25])=[O:26])=[CH:20][CH:19]=2)[N:3]=1. The yield is 0.310. (2) The reactants are [I-].[CH2:2]([N+:6]1([CH3:15])[CH:14]2[CH:9]([CH2:10][CH2:11][CH2:12][CH2:13]2)[CH2:8][CH2:7]1)[CH2:3][CH2:4][CH3:5].[OH2:16]. No catalyst specified. The product is [OH-:16].[CH2:2]([N+:6]1([CH3:15])[CH:14]2[CH:9]([CH2:10][CH2:11][CH2:12][CH2:13]2)[CH2:8][CH2:7]1)[CH2:3][CH2:4][CH3:5]. The yield is 0.870.